Dataset: Reaction yield outcomes from USPTO patents with 853,638 reactions. Task: Predict the reaction yield, written as a fraction of the theoretical maximum amount of product (1.0 means a 100% yield; for example, 0.34 means a 34% yield). (1) The reactants are IC.[Cl:3][C:4]1[CH:9]=[CH:8][C:7]([CH:10]([C:18]2[CH:19]=[C:20]3[C:25](=[CH:26][CH:27]=2)[N:24]2[N:28]=[N:29][N:30]=[C:23]2[CH:22]=[C:21]3[C:31]2[CH:36]=[CH:35][CH:34]=[C:33]([Cl:37])[CH:32]=2)[C:11]2[N:12]([CH3:17])[C:13]([SH:16])=[N:14][N:15]=2)=[CH:6][CH:5]=1.[CH3:38]O[Na].CO.O. The catalyst is CO. The product is [Cl:37][C:33]1[CH:32]=[C:31]([C:21]2[C:20]3[C:25](=[CH:26][CH:27]=[C:18]([CH:10]([C:7]4[CH:8]=[CH:9][C:4]([Cl:3])=[CH:5][CH:6]=4)[C:11]4[N:12]([CH3:17])[C:13]([S:16][CH3:38])=[N:14][N:15]=4)[CH:19]=3)[N:24]3[N:28]=[N:29][N:30]=[C:23]3[CH:22]=2)[CH:36]=[CH:35][CH:34]=1. The yield is 0.980. (2) The reactants are C(NC(C)C)(C)C.C([Li])CCC.[Cl:13][C:14]1[CH:19]=[C:18]([C:20]#[CH:21])[CH:17]=[C:16]([Cl:22])[CH:15]=1.Cl[C:24]([O:26][CH2:27][CH3:28])=[O:25]. The catalyst is C1COCC1. The product is [CH2:27]([O:26][C:24](=[O:25])[C:21]#[C:20][C:18]1[CH:19]=[C:14]([Cl:13])[CH:15]=[C:16]([Cl:22])[CH:17]=1)[CH3:28]. The yield is 0.870. (3) The reactants are [Br:1][C:2]1[CH:7]=[CH:6][C:5]([NH:8][C:9]2[N:10]([CH3:19])[C:11](=[O:18])[CH:12]=[CH:13][C:14]=2[C:15]([OH:17])=O)=[C:4]([F:20])[CH:3]=1.CCN=C=NCCCN(C)C.C1C=CC2N(O)N=NC=2C=1.[CH:42]1([CH2:45][O:46][NH2:47])[CH2:44][CH2:43]1.CCN(CC)CC. The catalyst is CC(N(C)C)=O.CCOC(C)=O. The product is [CH:42]1([CH2:45][O:46][NH:47][C:15]([C:14]2[CH:13]=[CH:12][C:11](=[O:18])[N:10]([CH3:19])[C:9]=2[NH:8][C:5]2[CH:6]=[CH:7][C:2]([Br:1])=[CH:3][C:4]=2[F:20])=[O:17])[CH2:44][CH2:43]1. The yield is 0.570. (4) The yield is 0.970. The product is [N:23]([C:13]1[N:12]=[C:11]([O:10][CH2:9][CH2:8][O:7][C:2]2[CH:3]=[CH:4][CH:5]=[CH:6][N:1]=2)[N:16]=[C:15]([N:17]2[CH2:22][CH2:21][O:20][CH2:19][CH2:18]2)[CH:14]=1)=[N+:24]=[N-:25]. The catalyst is CC(O)=O. The reactants are [N:1]1[CH:6]=[CH:5][CH:4]=[CH:3][C:2]=1[O:7][CH2:8][CH2:9][O:10][C:11]1[N:16]=[C:15]([N:17]2[CH2:22][CH2:21][O:20][CH2:19][CH2:18]2)[CH:14]=[C:13]([NH:23][NH2:24])[N:12]=1.[N:25]([O-])=O.[Na+]. (5) The reactants are [F:1][C:2]1[CH:3]=[C:4]([C:8]2[C:9]([O:30][CH3:31])=[C:10]([C:26]([O:28][CH3:29])=[O:27])[C:11]3[N:12]=[CH:13][C:14](OS(C(F)(F)F)(=O)=O)=[N:15][C:16]=3[CH:17]=2)[CH:5]=[CH:6][CH:7]=1.C([Sn](CCCC)(CCCC)[C:37]1[S:38][CH:39]=[CH:40][N:41]=1)CCC.C(C1C=NC2C(C(OC)=O)=C(OC)C(C3C=CC=C(F)C=3)=CC=2N=1)CCC. The catalyst is O1CCOCC1.C1C=CC([P]([Pd]([P](C2C=CC=CC=2)(C2C=CC=CC=2)C2C=CC=CC=2)([P](C2C=CC=CC=2)(C2C=CC=CC=2)C2C=CC=CC=2)[P](C2C=CC=CC=2)(C2C=CC=CC=2)C2C=CC=CC=2)(C2C=CC=CC=2)C2C=CC=CC=2)=CC=1. The product is [F:1][C:2]1[CH:3]=[C:4]([C:8]2[C:9]([O:30][CH3:31])=[C:10]([C:26]([O:28][CH3:29])=[O:27])[C:11]3[N:12]=[CH:13][C:14]([C:37]4[S:38][CH:39]=[CH:40][N:41]=4)=[N:15][C:16]=3[CH:17]=2)[CH:5]=[CH:6][CH:7]=1. The yield is 0.0860.